The task is: Binary Classification. Given a drug SMILES string, predict its activity (active/inactive) in a high-throughput screening assay against a specified biological target.. This data is from Kir2.1 potassium channel HTS with 301,493 compounds. (1) The compound is S(c1n(nnn1)c1cc(OC)ccc1)CC(=O)Nc1c(OC)cccc1. The result is 0 (inactive). (2) The result is 0 (inactive). The drug is Clc1cc(n2c(c(cc2C)/C=N\n2cnnc2)C)ccc1.